Dataset: Forward reaction prediction with 1.9M reactions from USPTO patents (1976-2016). Task: Predict the product of the given reaction. Given the reactants [CH2:1]([N:3]([CH2:7][CH3:8])[CH2:4][CH2:5][OH:6])[CH3:2].[H-].[Na+].[Br:11][C:12]1[CH:18]=[C:17]([N+:19]([O-:21])=[O:20])[CH:16]=[CH:15][C:13]=1N.O.C(Cl)(Cl)[Cl:24], predict the reaction product. The product is: [ClH:24].[Br:11][C:12]1[CH:18]=[C:17]([N+:19]([O-:21])=[O:20])[CH:16]=[CH:15][C:13]=1[O:6][CH2:5][CH2:4][N:3]([CH2:7][CH3:8])[CH2:1][CH3:2].